From a dataset of Reaction yield outcomes from USPTO patents with 853,638 reactions. Predict the reaction yield, written as a fraction of the theoretical maximum amount of product (1.0 means a 100% yield; for example, 0.34 means a 34% yield). The reactants are C(Cl)CCl.[NH2:5][C:6]1[N:11]=[CH:10][C:9]([CH:12]=[CH:13][C:14]([OH:16])=O)=[CH:8][CH:7]=1.[CH3:17][N:18]1[C:26]2[C:21](=[CH:22][CH:23]=[CH:24][CH:25]=2)[C:20]([CH2:27][NH:28][CH3:29])=[CH:19]1.C1C=CC2N(O)N=NC=2C=1.O. The catalyst is CN(C=O)C. The product is [NH2:5][C:6]1[N:11]=[CH:10][C:9](/[CH:12]=[CH:13]/[C:14]([N:28]([CH3:29])[CH2:27][C:20]2[C:21]3[C:26](=[CH:25][CH:24]=[CH:23][CH:22]=3)[N:18]([CH3:17])[CH:19]=2)=[O:16])=[CH:8][CH:7]=1. The yield is 0.550.